This data is from Full USPTO retrosynthesis dataset with 1.9M reactions from patents (1976-2016). The task is: Predict the reactants needed to synthesize the given product. (1) Given the product [F:28][C:2]([F:1])([F:27])[C:3]1[CH:8]=[CH:7][C:6]([C:9]2[S:10][C:11]([CH:25]=[O:26])=[C:12]([CH2:14][N:15]3[CH2:20][CH2:19][CH:18]([C:21]([F:23])([F:22])[F:24])[CH2:17][CH2:16]3)[N:13]=2)=[CH:5][CH:4]=1, predict the reactants needed to synthesize it. The reactants are: [F:1][C:2]([F:28])([F:27])[C:3]1[CH:8]=[CH:7][C:6]([C:9]2[S:10][C:11]([CH2:25][OH:26])=[C:12]([CH2:14][N:15]3[CH2:20][CH2:19][CH:18]([C:21]([F:24])([F:23])[F:22])[CH2:17][CH2:16]3)[N:13]=2)=[CH:5][CH:4]=1. (2) Given the product [CH3:1][C:2]1([CH3:20])[O:7][CH2:6][CH:5]([O:8][NH2:9])[CH2:4][O:3]1, predict the reactants needed to synthesize it. The reactants are: [CH3:1][C:2]1([CH3:20])[O:7][CH2:6][CH:5]([O:8][N:9]2C(=O)C3C(=CC=CC=3)C2=O)[CH2:4][O:3]1.CNN. (3) Given the product [Cl:1][C:2]1[CH:7]=[C:6]2[NH:8][C:9](=[O:27])[C:10]3([CH:14]([CH2:15][C:16]([CH3:17])([CH3:18])[CH3:19])[CH2:13][N:12]([C:35]([Cl:37])=[O:36])[CH:11]3[C:20]3[CH:25]=[CH:24][CH:23]=[C:22]([Cl:26])[CH:21]=3)[C:5]2=[CH:4][CH:3]=1, predict the reactants needed to synthesize it. The reactants are: [Cl:1][C:2]1[CH:7]=[C:6]2[NH:8][C:9](=[O:27])[C:10]3([CH:14]([CH2:15][C:16]([CH3:19])([CH3:18])[CH3:17])[CH2:13][NH:12][CH:11]3[C:20]3[CH:25]=[CH:24][CH:23]=[C:22]([Cl:26])[CH:21]=3)[C:5]2=[CH:4][CH:3]=1.C1(C)C=CC=CC=1.[C:35](Cl)([Cl:37])=[O:36].C([O-])(O)=O.[Na+]. (4) Given the product [CH:1]1[C:10]2[C:5](=[CH:6][CH:7]=[CH:8][CH:9]=2)[CH:4]=[CH:3][C:2]=1[CH2:11][O:12][CH2:13][C:14]1[O:18][N:17]=[C:16]([C:19]([OH:21])=[O:20])[CH:15]=1, predict the reactants needed to synthesize it. The reactants are: [CH:1]1[C:10]2[C:5](=[CH:6][CH:7]=[CH:8][CH:9]=2)[CH:4]=[CH:3][C:2]=1[CH2:11][O:12][CH2:13][C:14]1[O:18][N:17]=[C:16]([C:19]([O:21]CC)=[O:20])[CH:15]=1.C(O)C.[OH-].[K+]. (5) Given the product [CH2:1]([N:8]1[CH2:9][C:39](=[O:40])[N:36]([C:33]2([C:28]3[CH:29]=[CH:30][CH:31]=[CH:32][N:27]=3)[CH2:35][CH2:34]2)[C:15](=[O:16])[CH2:12]1)[C:2]1[CH:3]=[CH:4][CH:5]=[CH:6][CH:7]=1, predict the reactants needed to synthesize it. The reactants are: [CH2:1]([N:8]([C:12](O)=O)[C:9](O)=O)[C:2]1[CH:7]=[CH:6][CH:5]=[CH:4][CH:3]=1.[C:15](C1NC=CN=1)(C1NC=CN=1)=[O:16].[N:27]1[CH:32]=[CH:31][CH:30]=[CH:29][C:28]=1[C:33]1([NH2:36])[CH2:35][CH2:34]1.C1C[O:40][CH2:39]C1. (6) Given the product [CH3:1][O:2][C:3]([C@@H:5]1[CH2:18][C@H:17]([O:19][S:20]([C:23]2[CH:28]=[CH:27][C:26]([Br:38])=[CH:25][CH:24]=2)(=[O:22])=[O:21])[C:16](=[O:29])[C@H:15]2[C@@:6]1([CH3:37])[CH2:7][CH2:8][C@H:9]1[C@:14]2([CH3:30])[CH2:13][C@@H:12]([C:31]2[CH:35]=[CH:34][O:33][CH:32]=2)[O:11][C:10]1=[O:36])=[O:4], predict the reactants needed to synthesize it. The reactants are: [CH3:1][O:2][C:3]([C@@H:5]1[CH2:18][C@H:17]([O:19][S:20]([C:23]2[CH:28]=[CH:27][CH:26]=[CH:25][CH:24]=2)(=[O:22])=[O:21])[C:16](=[O:29])[C@H:15]2[C@@:6]1([CH3:37])[CH2:7][CH2:8][C@H:9]1[C@:14]2([CH3:30])[CH2:13][C@@H:12]([C:31]2[CH:35]=[CH:34][O:33][CH:32]=2)[O:11][C:10]1=[O:36])=[O:4].[Br:38]C1C=CC(S(Cl)(=O)=O)=CC=1. (7) The reactants are: [OH:1][C:2]1[CH:7]=[CH:6][C:5]([B:8]([OH:10])[OH:9])=[CH:4][CH:3]=1.[Si:11](Cl)([C:14]([CH3:17])([CH3:16])[CH3:15])([CH3:13])[CH3:12].N1C=CN=C1. Given the product [Si:11]([O:1][C:2]1[CH:7]=[CH:6][C:5]([B:8]([OH:10])[OH:9])=[CH:4][CH:3]=1)([C:14]([CH3:17])([CH3:16])[CH3:15])([CH3:13])[CH3:12], predict the reactants needed to synthesize it.